From a dataset of Forward reaction prediction with 1.9M reactions from USPTO patents (1976-2016). Predict the product of the given reaction. (1) Given the reactants CI.[CH2:3](Br)C1C=CC=CC=1.[CH2:11]([N:14]1[CH2:23][CH2:22][C@@:21]23[C:24]4[C:30]5[CH2:31][C@@H:15]1[C@:16]12[CH2:43][CH2:42][C@:19]2([O:33][CH2:34][O:35][C@@:36]([C:38]([CH3:41])([CH3:40])[CH3:39])([CH3:37])[C@H:18]2[CH2:17]1)[C@@H:20]3[O:26][C:25]=4[C:27]([OH:32])=[CH:28][CH:29]=5)[CH:12]=[CH2:13].C([C@]1(C)[C@@H]2[C@@]3(CC[C@]4(C2)[C@@]25C6C(=CC=C(O)C=6O[C@@H]32)C[C@H]4N(CC2CC2)CC5)OCO1)(C)(C)C, predict the reaction product. The product is: [CH2:11]([N:14]1[CH2:23][CH2:22][C@@:21]23[C:24]4[C:30]5[CH2:31][C@@H:15]1[C@:16]12[CH2:43][CH2:42][C@:19]2([O:33][CH2:34][O:35][C@@:36]([C:38]([CH3:41])([CH3:40])[CH3:39])([CH3:37])[C@H:18]2[CH2:17]1)[C@@H:20]3[O:26][C:25]=4[C:27]([O:32][CH3:3])=[CH:28][CH:29]=5)[CH:12]=[CH2:13]. (2) Given the reactants CCN(C(C)C)C(C)C.[F:10][C:11]1[CH:16]=[CH:15][C:14]([C:17]2[O:21][N:20]=[C:19]([NH:22][C:23](=[O:28])[CH2:24][C:25]([OH:27])=O)[CH:18]=2)=[CH:13][CH:12]=1.CCN=C=NCCCN(C)C.C1C=CC2N(O)N=NC=2C=1.Cl.[Br:51][C:52]1[CH:57]=[CH:56][CH:55]=[CH:54][C:53]=1[C:58]([N:60]1[CH2:65][CH2:64][NH:63][CH2:62][CH2:61]1)=[O:59], predict the reaction product. The product is: [Br:51][C:52]1[CH:57]=[CH:56][CH:55]=[CH:54][C:53]=1[C:58]([N:60]1[CH2:61][CH2:62][N:63]([C:25](=[O:27])[CH2:24][C:23]([NH:22][C:19]2[CH:18]=[C:17]([C:14]3[CH:13]=[CH:12][C:11]([F:10])=[CH:16][CH:15]=3)[O:21][N:20]=2)=[O:28])[CH2:64][CH2:65]1)=[O:59]. (3) Given the reactants [CH2:1]([C:5]1[N:6]=[C:7]([CH3:27])[NH:8][C:9](=[O:26])[C:10]=1[CH2:11][C:12]1[CH:17]=[CH:16][C:15]([C:18]2[C:19]([C:24]#[N:25])=[CH:20][CH:21]=[CH:22][CH:23]=2)=[CH:14][CH:13]=1)[CH2:2][CH2:3][CH3:4].[CH3:28][O:29][C:30]([C:32]1[C:40]2[O:39][CH2:38][CH2:37][C:36]=2[CH:35]=[C:34](B(O)O)[CH:33]=1)=[O:31].C(N(CC)CC)C.N1C=CC=CC=1, predict the reaction product. The product is: [CH2:1]([C:5]1[N:6]=[C:7]([CH3:27])[N:8]([C:34]2[CH:33]=[C:32]([C:30]([O:29][CH3:28])=[O:31])[C:40]3[O:39][CH2:38][CH2:37][C:36]=3[CH:35]=2)[C:9](=[O:26])[C:10]=1[CH2:11][C:12]1[CH:17]=[CH:16][C:15]([C:18]2[CH:23]=[CH:22][CH:21]=[CH:20][C:19]=2[C:24]#[N:25])=[CH:14][CH:13]=1)[CH2:2][CH2:3][CH3:4].